From a dataset of Full USPTO retrosynthesis dataset with 1.9M reactions from patents (1976-2016). Predict the reactants needed to synthesize the given product. Given the product [F:11][C:9]1[CH:8]=[N:7][C:6]([O:12][C:13]2[CH:18]=[CH:17][CH:16]=[C:15]([S:19][CH3:20])[CH:14]=2)=[C:5]([CH:10]=1)[C:4]([OH:21])=[O:3], predict the reactants needed to synthesize it. The reactants are: C([O:3][C:4](=[O:21])[C:5]1[CH:10]=[C:9]([F:11])[CH:8]=[N:7][C:6]=1[O:12][C:13]1[CH:18]=[CH:17][CH:16]=[C:15]([S:19][CH3:20])[CH:14]=1)C.[OH-].[Li+].